This data is from Full USPTO retrosynthesis dataset with 1.9M reactions from patents (1976-2016). The task is: Predict the reactants needed to synthesize the given product. (1) The reactants are: [F:1][C:2]([F:7])([F:6])[C:3]([OH:5])=[O:4].[NH2:8][CH2:9][CH2:10][NH:11][C:12]([C:14]1[N:22]=[C:21]2[C:17]([N:18]=[CH:19][N:20]2[C@@H:23]2[CH2:27][C@H:26]([N:28]3[CH:32]=[C:31]([CH2:33][OH:34])[CH:30]=[N:29]3)[C@@H:25]([OH:35])[C@H:24]2[OH:36])=[C:16]([NH:37][CH2:38][CH:39]([C:46]2[CH:51]=[CH:50][CH:49]=[CH:48][CH:47]=2)[C:40]2[CH:45]=[CH:44][CH:43]=[CH:42][CH:41]=2)[N:15]=1)=[O:13].FC(F)(F)C(O)=O.O[C@@H]1[C@H](O)[C@@H](N2C=C(C)C=N2)C[C@H]1N1C=NC2C1=NC(NC1CCC(N[C:104]([NH:106][CH:107]3[CH2:112][CH2:111][N:110]([C:113]4[CH:118]=[CH:117][CH:116]=[CH:115][N:114]=4)[CH2:109]C3)=[O:105])CC1)=NC=2NCC(C1C=CC=CC=1)C1C=CC=CC=1.N1C=CC=CC=1N1CC[C@@H](NC(N2C=CN=C2)=O)C1. Given the product [F:1][C:2]([F:7])([F:6])[C:3]([OH:5])=[O:4].[N:114]1[CH:115]=[CH:116][CH:117]=[CH:118][C:113]=1[N:110]1[CH2:111][CH2:112][C@@H:107]([NH:106][C:104](=[O:105])[NH:8][CH2:9][CH2:10][NH:11][C:12]([C:14]2[N:22]=[C:21]3[C:17]([N:18]=[CH:19][N:20]3[C@@H:23]3[CH2:27][C@H:26]([N:28]4[CH:32]=[C:31]([CH2:33][OH:34])[CH:30]=[N:29]4)[C@@H:25]([OH:35])[C@H:24]3[OH:36])=[C:16]([NH:37][CH2:38][CH:39]([C:46]3[CH:47]=[CH:48][CH:49]=[CH:50][CH:51]=3)[C:40]3[CH:41]=[CH:42][CH:43]=[CH:44][CH:45]=3)[N:15]=2)=[O:13])[CH2:109]1, predict the reactants needed to synthesize it. (2) The reactants are: [Cl:1][C:2]1[C:3]([O:12][C:13]2[CH:18]=[C:17]([O:19][CH2:20][CH2:21][O:22][CH3:23])[CH:16]=[CH:15][C:14]=2/[CH:24]=[CH:25]/[C:26]([OH:28])=O)=[N:4][CH:5]=[C:6]([C:8]([F:11])([F:10])[F:9])[CH:7]=1.Cl.C(N=C=NCCCN(C)C)C.[CH3:41][C:42]1[CH:43]=[CH:44][C:45]([S:48]([NH2:51])(=[O:50])=[O:49])=[CH:46][CH:47]=1.Cl. Given the product [Cl:1][C:2]1[C:3]([O:12][C:13]2[CH:18]=[C:17]([O:19][CH2:20][CH2:21][O:22][CH3:23])[CH:16]=[CH:15][C:14]=2/[CH:24]=[CH:25]/[C:26]([NH:51][S:48]([C:45]2[CH:46]=[CH:47][C:42]([CH3:41])=[CH:43][CH:44]=2)(=[O:49])=[O:50])=[O:28])=[N:4][CH:5]=[C:6]([C:8]([F:9])([F:10])[F:11])[CH:7]=1, predict the reactants needed to synthesize it. (3) Given the product [Cl:21][C:22]1[CH:23]=[C:24]([NH:29][C:30]([CH:4]2[C:5](=[O:12])[CH:6]3[C:9]([CH3:10])([CH3:11])[C@@:2]([CH3:1])([CH2:8][CH2:7]3)[C:3]2=[O:13])=[O:31])[CH:25]=[C:26]([Cl:28])[CH:27]=1, predict the reactants needed to synthesize it. The reactants are: [CH3:1][C@:2]12[C:9]([CH3:11])([CH3:10])[CH:6]([CH2:7][CH2:8]1)[C:5](=[O:12])[CH2:4][C:3]2=[O:13].C(N(CC)CC)C.[Cl:21][C:22]1[CH:23]=[C:24]([N:29]=[C:30]=[O:31])[CH:25]=[C:26]([Cl:28])[CH:27]=1.Cl.